This data is from Forward reaction prediction with 1.9M reactions from USPTO patents (1976-2016). The task is: Predict the product of the given reaction. (1) Given the reactants [Br:1][C:2]1[N:7]=[C:6]([NH2:8])[CH:5]=[CH:4][CH:3]=1.CCN(CC)CC.[C:16](Cl)([CH3:18])=[O:17], predict the reaction product. The product is: [Br:1][C:2]1[N:7]=[C:6]([NH:8][C:16](=[O:17])[CH3:18])[CH:5]=[CH:4][CH:3]=1. (2) Given the reactants [F:1][C:2]1[CH:8]=[C:7]([CH:9]2[CH2:14][CH2:13][O:12][CH2:11][CH2:10]2)[CH:6]=[CH:5][C:3]=1[NH2:4].[N:15]([O-])=O.[Na+].[CH2:19]([O:26][CH2:27][C:28](=[O:33])[CH2:29][C:30](=[O:32])[CH3:31])[C:20]1[CH:25]=[CH:24][CH:23]=[CH:22][CH:21]=1.O.O.O.C([O-])(=O)C.[Na+], predict the reaction product. The product is: [CH2:19]([O:26][CH2:27][C:28](=[O:33])[C:29](=[N:15][NH:4][C:3]1[CH:5]=[CH:6][C:7]([CH:9]2[CH2:10][CH2:11][O:12][CH2:13][CH2:14]2)=[CH:8][C:2]=1[F:1])[C:30](=[O:32])[CH3:31])[C:20]1[CH:25]=[CH:24][CH:23]=[CH:22][CH:21]=1. (3) Given the reactants Br[C:2]1[CH:3]=[C:4]2[C@:15]3([CH2:19][O:18][C:17]([NH2:20])=[N:16]3)[C:14]3[C:9](=[CH:10][CH:11]=[C:12]([C:21]4[CH:22]=[N:23][CH:24]=[N:25][CH:26]=4)[CH:13]=3)[O:8][C:5]2=[N:6][CH:7]=1.CN(C=O)C.[CH3:32][C:33]([CH3:37])([CH3:36])[C:34]#[CH:35].C(OCC)(=O)C, predict the reaction product. The product is: [CH3:32][C:33]([CH3:37])([CH3:36])[C:34]#[C:35][C:2]1[CH:3]=[C:4]2[C@:15]3([CH2:19][O:18][C:17]([NH2:20])=[N:16]3)[C:14]3[C:9](=[CH:10][CH:11]=[C:12]([C:21]4[CH:26]=[N:25][CH:24]=[N:23][CH:22]=4)[CH:13]=3)[O:8][C:5]2=[N:6][CH:7]=1. (4) Given the reactants [C:1]([O:5][C@@H:6]([C:11]1[C:12]([CH3:33])=[N:13][C:14]2[N:15]([N:23]=[C:24]([C:26]3[CH:31]=[CH:30][CH:29]=[C:28]([Cl:32])[CH:27]=3)[CH:25]=2)[C:16]=1[CH:17]1[CH2:22][CH2:21][CH2:20][CH2:19][CH2:18]1)[C:7]([O:9]C)=[O:8])([CH3:4])([CH3:3])[CH3:2].[OH-].[Na+].Cl, predict the reaction product. The product is: [C:1]([O:5][C@@H:6]([C:11]1[C:12]([CH3:33])=[N:13][C:14]2[N:15]([N:23]=[C:24]([C:26]3[CH:31]=[CH:30][CH:29]=[C:28]([Cl:32])[CH:27]=3)[CH:25]=2)[C:16]=1[CH:17]1[CH2:18][CH2:19][CH2:20][CH2:21][CH2:22]1)[C:7]([OH:9])=[O:8])([CH3:4])([CH3:3])[CH3:2]. (5) Given the reactants [F:1][C:2]1[CH:7]=[CH:6][C:5]([C:8]2([CH2:14][CH2:15][C:16](Cl)=[O:17])[CH2:13][CH2:12][CH2:11][CH2:10][CH2:9]2)=[CH:4][CH:3]=1.[CH:19]([C:21]1[CH:22]=[C:23]2[C:28](=[CH:29][CH:30]=1)/[C:27](=[N:31]/O)/[CH2:26][CH2:25][CH2:24]2)=[CH2:20], predict the reaction product. The product is: [F:1][C:2]1[CH:7]=[CH:6][C:5]([C:8]2([CH2:14][CH2:15][C:16]3[O:17][C:26]4[CH2:25][CH2:24][C:23]5[C:28](=[CH:29][CH:30]=[C:21]([CH:19]=[CH2:20])[CH:22]=5)[C:27]=4[N:31]=3)[CH2:13][CH2:12][CH2:11][CH2:10][CH2:9]2)=[CH:4][CH:3]=1.